From a dataset of Catalyst prediction with 721,799 reactions and 888 catalyst types from USPTO. Predict which catalyst facilitates the given reaction. (1) Reactant: [CH:1]([C:3]1[CH:8]=[CH:7][CH:6]=[CH:5][C:4]=1[C:9]1[CH:14]=[CH:13][C:12]([C:15]([CH3:24])([CH3:23])[C:16]([NH:18][CH2:19][CH:20]([CH3:22])[CH3:21])=[O:17])=[CH:11][CH:10]=1)=[O:2].[BH4-].[Na+]. Product: [OH:2][CH2:1][C:3]1[CH:8]=[CH:7][CH:6]=[CH:5][C:4]=1[C:9]1[CH:14]=[CH:13][C:12]([C:15]([CH3:23])([CH3:24])[C:16]([NH:18][CH2:19][CH:20]([CH3:21])[CH3:22])=[O:17])=[CH:11][CH:10]=1. The catalyst class is: 5. (2) Reactant: FC(F)(F)C(O)=O.[CH3:8][N:9]1[C:14](=[O:15])[CH:13]=[CH:12][C:11]([N:16]2[CH2:21][CH2:20][NH:19][CH2:18][CH2:17]2)=[N:10]1.C(N(CC)C(C)C)(C)C.[Cl:31][C:32]1[CH:40]2[CH:35]([CH:36]=[C:37]([S:41]([C:44]3[CH:52]=[CH:51][C:47]([C:48](O)=[O:49])=[CH:46][CH:45]=3)(=[O:43])=[O:42])[CH:38]=[CH:39]2)[NH:34][CH:33]=1.F[B-](F)(F)F.N1(OC(N(C)C)=[N+](C)C)C2C=CC=CC=2N=N1.CN1C(=O)C=CC(N2CCNCC2)=N1. Product: [Cl:31][C:32]1[C:40]2[C:35](=[CH:36][C:37]([S:41]([C:44]3[CH:45]=[CH:46][C:47]([C:48]([N:19]4[CH2:20][CH2:21][N:16]([C:11]5[CH:12]=[CH:13][C:14](=[O:15])[N:9]([CH3:8])[N:10]=5)[CH2:17][CH2:18]4)=[O:49])=[CH:51][CH:52]=3)(=[O:43])=[O:42])=[CH:38][CH:39]=2)[NH:34][CH:33]=1. The catalyst class is: 9.